This data is from Experimentally validated miRNA-target interactions with 360,000+ pairs, plus equal number of negative samples. The task is: Binary Classification. Given a miRNA mature sequence and a target amino acid sequence, predict their likelihood of interaction. The miRNA is hsa-miR-874-3p with sequence CUGCCCUGGCCCGAGGGACCGA. The protein sequence of the target gene is MAFPPSPLAMEYVNDFDLMKFEIKREPSEGRSGVPTASLGSTPYSSVPPSPTFSEPGMVGGGEAPRPGLEELYWLATLQQQLGSDEVLGLSPDEAVELLQNQGPVSMEGPLGYYSGSPGETGAQHVQLPERFSDAALVSMSVRELNRQLRGCGRDEALRLKQRRRTLKNRGYAQACRSKRLQQRRGLEAERARLAAQLDALRAEVARLARERDLYKARCDRLTSGGPGSDDHTHLFL. Result: 0 (no interaction).